This data is from Catalyst prediction with 721,799 reactions and 888 catalyst types from USPTO. The task is: Predict which catalyst facilitates the given reaction. (1) Reactant: Cl[C:2]1[CH:27]=[CH:26][C:5]([C:6]([NH:8][CH2:9][C:10]2([C:16]3[CH:21]=[CH:20][CH:19]=[C:18]([C:22]([F:25])([F:24])[F:23])[CH:17]=3)[CH2:15][CH2:14][O:13][CH2:12][CH2:11]2)=[O:7])=[CH:4][N:3]=1.FC(F)(F)C1C=[C:32]([C:36]2([CH2:42][NH2:43])CCOCC2)C=CC=1.Cl[C:47]1C=CC(C(O)=O)=C[N:48]=1.N1(O)C2C=CC=CC=2N=N1.C(N(C(C)C)CC)(C)C.Cl.CN(C)CCCN=C=NCC.C(=O)(O)[O-].[Na+]. Product: [CH3:32][C:36]1[N:48]=[CH:47][N:43]([C:2]2[CH:27]=[CH:26][C:5]([C:6]([NH:8][CH2:9][C:10]3([C:16]4[CH:21]=[CH:20][CH:19]=[C:18]([C:22]([F:23])([F:24])[F:25])[CH:17]=4)[CH2:11][CH2:12][O:13][CH2:14][CH2:15]3)=[O:7])=[CH:4][N:3]=2)[CH:42]=1. The catalyst class is: 9. (2) Product: [C:19]([O:18][C:17](=[O:23])[N:16]([C:13]1[CH:14]=[CH:15][C:10]([CH2:9][N:8]2[C:4]([CH3:3])=[CH:5][C:6]([C:24]3[O:28][N:27]=[C:26]([C:29]4[CH:30]=[CH:31][C:32]([O:35][C:36]([F:37])([F:39])[F:38])=[CH:33][CH:34]=4)[N:25]=3)=[N:7]2)=[CH:11][CH:12]=1)[CH2:42][CH2:43][N:44]1[CH2:48][CH2:47][CH2:46][CH2:45]1)([CH3:22])([CH3:20])[CH3:21]. Reactant: [H-].[Na+].[CH3:3][C:4]1[N:8]([CH2:9][C:10]2[CH:15]=[CH:14][C:13]([NH:16][C:17](=[O:23])[O:18][C:19]([CH3:22])([CH3:21])[CH3:20])=[CH:12][CH:11]=2)[N:7]=[C:6]([C:24]2[O:28][N:27]=[C:26]([C:29]3[CH:34]=[CH:33][C:32]([O:35][C:36]([F:39])([F:38])[F:37])=[CH:31][CH:30]=3)[N:25]=2)[CH:5]=1.Cl.Cl[CH2:42][CH2:43][N:44]1[CH2:48][CH2:47][CH2:46][CH2:45]1. The catalyst class is: 121. (3) Reactant: [CH:1]1([CH2:5][C:6]2[N:7]=[C:8]([C:11]([NH:13][NH:14][C:15](=[O:24])[CH2:16][C:17]([CH3:23])([CH3:22])[C:18]([O:20][CH3:21])=[O:19])=O)[S:9][CH:10]=2)[CH2:4][CH2:3][CH2:2]1.N1C=CC=CC=1.O(S(C(F)(F)F)(=O)=O)S(C(F)(F)F)(=O)=O. Product: [CH:1]1([CH2:5][C:6]2[N:7]=[C:8]([C:11]3[O:24][C:15]([CH2:16][C:17]([CH3:22])([CH3:23])[C:18]([O:20][CH3:21])=[O:19])=[N:14][N:13]=3)[S:9][CH:10]=2)[CH2:2][CH2:3][CH2:4]1. The catalyst class is: 2. (4) Reactant: [CH3:1][N:2]1[C:14]2[C:13]3[N:12]=[CH:11][CH:10]=[CH:9][C:8]=3[CH2:7][CH2:6][C:5]=2[C:4]([C:15]([O:17]CC)=[O:16])=[N:3]1.[OH-].[Li+].Cl. Product: [CH3:1][N:2]1[C:14]2[C:13]3[N:12]=[CH:11][CH:10]=[CH:9][C:8]=3[CH2:7][CH2:6][C:5]=2[C:4]([C:15]([OH:17])=[O:16])=[N:3]1. The catalyst class is: 193. (5) Product: [CH2:37]([N:27]1[CH2:28][CH2:29][CH:24]([N:11]2[CH:10]=[N:9][C:8]3[C:12]2=[N:13][C:14]([C:16]2[CH:17]=[C:18]([CH2:22][OH:23])[CH:19]=[CH:20][CH:21]=2)=[N:15][C:7]=3[N:1]2[CH2:6][CH2:5][O:4][CH2:3][CH2:2]2)[CH2:25][CH2:26]1)[C:36]1[CH:39]=[CH:40][CH:41]=[CH:42][CH:35]=1. Reactant: [N:1]1([C:7]2[N:15]=[C:14]([C:16]3[CH:17]=[C:18]([CH2:22][OH:23])[CH:19]=[CH:20][CH:21]=3)[N:13]=[C:12]3[C:8]=2[N:9]=[CH:10][N:11]3[CH:24]2[CH2:29][CH2:28][NH:27][CH2:26][CH2:25]2)[CH2:6][CH2:5][O:4][CH2:3][CH2:2]1.[BH3-]C#N.[Na+].F[C:35]1[CH:42]=[CH:41][CH:40]=[CH:39][C:36]=1[CH:37]=O. The catalyst class is: 466. (6) Reactant: Br[C:2]1[CH:3]=[N:4][CH:5]=[CH:6][C:7]=1[O:8][C:9]1[C:14]([F:15])=[CH:13][C:12]([NH2:16])=[C:11]([F:17])[CH:10]=1.[CH3:18][N:19]1[CH:23]=[C:22](B2OC(C)(C)C(C)(C)O2)[CH:21]=[N:20]1.C(=O)([O-])[O-].[K+].[K+]. Product: [F:17][C:11]1[CH:10]=[C:9]([O:8][C:7]2[CH:6]=[CH:5][N:4]=[CH:3][C:2]=2[C:22]2[CH:21]=[N:20][N:19]([CH3:18])[CH:23]=2)[C:14]([F:15])=[CH:13][C:12]=1[NH2:16]. The catalyst class is: 38. (7) Reactant: [O:1]=[C:2]1[N:6]([C:7]2[CH:12]=[CH:11][CH:10]=[CH:9][CH:8]=2)[CH2:5][C:4]2([CH2:17][CH2:16][N:15]([C:18]([NH:20][C:21]3[S:22][CH:23]=[C:24]([C:26]4[CH:31]=[CH:30][CH:29]=[CH:28][N:27]=4)[N:25]=3)=[O:19])[CH2:14][CH2:13]2)[O:3]1.[ClH:32].CCOCC. Product: [ClH:32].[O:1]=[C:2]1[N:6]([C:7]2[CH:12]=[CH:11][CH:10]=[CH:9][CH:8]=2)[CH2:5][C:4]2([CH2:17][CH2:16][N:15]([C:18]([NH:20][C:21]3[S:22][CH:23]=[C:24]([C:26]4[CH:31]=[CH:30][CH:29]=[CH:28][N:27]=4)[N:25]=3)=[O:19])[CH2:14][CH2:13]2)[O:3]1. The catalyst class is: 2.